Dataset: Full USPTO retrosynthesis dataset with 1.9M reactions from patents (1976-2016). Task: Predict the reactants needed to synthesize the given product. (1) Given the product [F:1][C:2]1[CH:3]=[C:4]([C:9]2[CH:14]=[CH:13][C:12]([C:15]3[C:24]4[C:19](=[CH:20][C:21]([S:25]([NH:49][C:47]5[S:48][C:44]([O:43][CH3:42])=[N:45][N:46]=5)(=[O:26])=[O:27])=[CH:22][CH:23]=4)[CH:18]=[CH:17][N:16]=3)=[C:11]([O:40][CH3:41])[CH:10]=2)[CH:5]=[C:6]([F:8])[CH:7]=1, predict the reactants needed to synthesize it. The reactants are: [F:1][C:2]1[CH:3]=[C:4]([C:9]2[CH:14]=[CH:13][C:12]([C:15]3[C:24]4[C:19](=[CH:20][C:21]([S:25](OC5C(F)=C(F)C(F)=C(F)C=5F)(=[O:27])=[O:26])=[CH:22][CH:23]=4)[CH:18]=[CH:17][N:16]=3)=[C:11]([O:40][CH3:41])[CH:10]=2)[CH:5]=[C:6]([F:8])[CH:7]=1.[CH3:42][O:43][C:44]1[S:48][C:47]([NH2:49])=[N:46][N:45]=1.C(=O)([O-])[O-].[Cs+].[Cs+]. (2) Given the product [CH3:43][C:33]1[CH:38]=[CH:37][C:36]([S:39]([O:19][CH2:18][C@H:15]2[CH2:14][CH2:13][C@H:12]([CH2:11][N:6]3[C:5]4[C:9](=[N:10][C:2]([Cl:1])=[N:3][C:4]=4[NH:20][C@@H:21]([CH:23]4[CH2:24][CH2:25][CH2:26]4)[CH3:22])[N:8]=[CH:7]3)[CH2:17][CH2:16]2)(=[O:41])=[O:40])=[CH:35][CH:34]=1, predict the reactants needed to synthesize it. The reactants are: [Cl:1][C:2]1[N:10]=[C:9]2[C:5]([N:6]([CH2:11][C@H:12]3[CH2:17][CH2:16][C@H:15]([CH2:18][OH:19])[CH2:14][CH2:13]3)[CH:7]=[N:8]2)=[C:4]([NH:20][C@@H:21]([CH:23]2[CH2:26][CH2:25][CH2:24]2)[CH3:22])[N:3]=1.N1C=CC=CC=1.[C:33]1([CH3:43])[CH:38]=[CH:37][C:36]([S:39](Cl)(=[O:41])=[O:40])=[CH:35][CH:34]=1.